Dataset: Forward reaction prediction with 1.9M reactions from USPTO patents (1976-2016). Task: Predict the product of the given reaction. Given the reactants [CH:1]1[CH:2]=[CH:3][C:4]([C:23]([OH:25])=[O:24])=[C:5]([C:7]2[C:17]3[CH:18]=[CH:19][C:20]([OH:22])=[CH:21][C:16]=3[O:15][C:14]3[C:8]=2[CH:9]=[CH:10][C:11]([CH:13]=3)=[O:12])[CH:6]=1.[N-]=[N+]=[N-], predict the reaction product. The product is: [CH:1]1[CH:2]=[CH:3][C:4]([C:23]([OH:25])=[O:24])=[C:5]([C:7]2[C:8]3[CH:9]=[CH:10][C:11]([OH:12])=[CH:13][C:14]=3[O:15][C:16]3[C:17]=2[CH:18]=[CH:19][C:20]([CH:21]=3)=[O:22])[CH:6]=1.